From a dataset of Reaction yield outcomes from USPTO patents with 853,638 reactions. Predict the reaction yield, written as a fraction of the theoretical maximum amount of product (1.0 means a 100% yield; for example, 0.34 means a 34% yield). The reactants are CN(C)C=O.[CH2:6]([O:13][C@@H:14]1[C@@H:19]([O:20][CH2:21][C:22]2[CH:27]=[CH:26][CH:25]=[CH:24][CH:23]=2)[C@H:18]([O:28][CH2:29][C:30]2[CH:35]=[CH:34][CH:33]=[CH:32][CH:31]=2)[C@@H:17]([CH2:36][O:37][CH2:38][C:39]2[CH:44]=[CH:43][CH:42]=[CH:41][CH:40]=2)[O:16][C@H:15]1[C:45]1[CH:50]=[C:49]([CH2:51][C:52]2[CH:57]=[CH:56][C:55]([OH:58])=[CH:54][C:53]=2[CH3:59])[C:48]([CH3:60])=[CH:47][C:46]=1[O:61][CH2:62][C:63]1[CH:68]=[CH:67][CH:66]=[CH:65][CH:64]=1)[C:7]1[CH:12]=[CH:11][CH:10]=[CH:9][CH:8]=1.Br[CH2:70][CH2:71][N:72]1[C:76](=[O:77])[C:75]2=[CH:78][CH:79]=[CH:80][CH:81]=[C:74]2[C:73]1=[O:82].C(=O)([O-])[O-].[K+].[K+]. The catalyst is [N+](CCCC)(CCCC)(CCCC)CCCC.[I-].O. The product is [CH2:6]([O:13][C@@H:14]1[C@@H:19]([O:20][CH2:21][C:22]2[CH:27]=[CH:26][CH:25]=[CH:24][CH:23]=2)[C@H:18]([O:28][CH2:29][C:30]2[CH:31]=[CH:32][CH:33]=[CH:34][CH:35]=2)[C@@H:17]([CH2:36][O:37][CH2:38][C:39]2[CH:44]=[CH:43][CH:42]=[CH:41][CH:40]=2)[O:16][C@H:15]1[C:45]1[CH:50]=[C:49]([CH2:51][C:52]2[CH:57]=[CH:56][C:55]([O:58][CH2:70][CH2:71][N:72]3[C:73](=[O:82])[C:74]4[C:75](=[CH:78][CH:79]=[CH:80][CH:81]=4)[C:76]3=[O:77])=[CH:54][C:53]=2[CH3:59])[C:48]([CH3:60])=[CH:47][C:46]=1[O:61][CH2:62][C:63]1[CH:64]=[CH:65][CH:66]=[CH:67][CH:68]=1)[C:7]1[CH:12]=[CH:11][CH:10]=[CH:9][CH:8]=1. The yield is 0.150.